Task: Predict the reactants needed to synthesize the given product.. Dataset: Full USPTO retrosynthesis dataset with 1.9M reactions from patents (1976-2016) (1) Given the product [NH3:6].[CH3:43][N:44]1[CH2:49][CH2:48][CH:47]([O:50][C:18]2[CH:19]=[CH:20][CH:21]=[C:22]3[C:17]=2[CH2:16][CH2:15][N:14]([C:4]([O:5][C:42]([CH3:41])([CH3:37])[CH3:52])=[O:3])[CH2:13]3)[CH2:46][CH2:45]1, predict the reactants needed to synthesize it. The reactants are: CC[O:3][C:4](/[N:6]=[N:6]/[C:4]([O:3]CC)=[O:5])=[O:5].[CH:13]1(O)[C:22]2[C:17](=[CH:18][CH:19]=[CH:20][CH:21]=2)[CH2:16][CH2:15][NH:14]1.C1(P([C:37]2[CH:42]=[CH:41]C=CC=2)C2C=CC=CC=2)C=CC=CC=1.[CH3:43][N:44]1[CH2:49][CH2:48][CH:47]([OH:50])[CH2:46][CH2:45]1.Cl[CH2:52]Cl. (2) Given the product [CH2:1]([O:8][CH2:9][N:10]1[C:14]2[CH:15]=[CH:16][CH:17]=[CH:18][C:13]=2[N:12]=[C:11]1[C:27]([C:29]1[S:30][CH:31]=[CH:32][C:33]=1[Br:34])=[O:28])[C:2]1[CH:3]=[CH:4][CH:5]=[CH:6][CH:7]=1, predict the reactants needed to synthesize it. The reactants are: [CH2:1]([O:8][CH2:9][N:10]1[C:14]2[CH:15]=[CH:16][CH:17]=[CH:18][C:13]=2[N:12]=[CH:11]1)[C:2]1[CH:7]=[CH:6][CH:5]=[CH:4][CH:3]=1.C([Li])CCC.CON(C)[C:27]([C:29]1[S:30][CH:31]=[CH:32][C:33]=1[Br:34])=[O:28].CCOCC.CCCCCCC. (3) Given the product [C:6]([CH:10]1[CH2:15][CH2:14][C:13](=[CH2:2])[CH2:12][CH2:11]1)([CH3:9])([CH3:8])[CH3:7], predict the reactants needed to synthesize it. The reactants are: [Li][CH2:2]CCC.[C:6]([CH:10]1[CH2:15][CH2:14][C:13](=O)[CH2:12][CH2:11]1)([CH3:9])([CH3:8])[CH3:7]. (4) Given the product [CH2:37]([C:2]1[CH:3]=[C:4]([C:13]2[O:17][N:16]=[C:15]([C:18]3[CH:26]=[CH:25][C:24]4[NH:23][C:22]5[CH:27]([CH2:30][C:31]([O:33][CH2:34][CH3:35])=[O:32])[CH2:28][CH2:29][C:21]=5[C:20]=4[CH:19]=3)[N:14]=2)[CH:5]=[C:6]([O:8][C:9]([F:12])([F:10])[F:11])[CH:7]=1)[CH2:38][CH3:39], predict the reactants needed to synthesize it. The reactants are: Br[C:2]1[CH:3]=[C:4]([C:13]2[O:17][N:16]=[C:15]([C:18]3[CH:26]=[CH:25][C:24]4[NH:23][C:22]5[CH:27]([CH2:30][C:31]([O:33][CH2:34][CH3:35])=[O:32])[CH2:28][CH2:29][C:21]=5[C:20]=4[CH:19]=3)[N:14]=2)[CH:5]=[C:6]([O:8][C:9]([F:12])([F:11])[F:10])[CH:7]=1.[Br-].[CH2:37]([Zn+])[CH2:38][CH3:39]. (5) Given the product [C:25]([N:22]1[CH2:21][CH2:20][C:18]2[N:19]=[C:14]([NH:13][C:5]3[CH:6]=[C:7]([O:11][CH3:12])[C:8]([O:9][CH3:10])=[C:3]([O:2][CH3:1])[CH:4]=3)[N:15]=[CH:16][C:17]=2[CH2:23]1)(=[O:32])[C:26]1[CH:31]=[CH:30][N:29]=[CH:28][CH:27]=1, predict the reactants needed to synthesize it. The reactants are: [CH3:1][O:2][C:3]1[CH:4]=[C:5]([NH:13][C:14]2[N:15]=[CH:16][C:17]3[CH2:23][NH:22][CH2:21][CH2:20][C:18]=3[N:19]=2)[CH:6]=[C:7]([O:11][CH3:12])[C:8]=1[O:9][CH3:10].Cl.[C:25](Cl)(=[O:32])[C:26]1[CH:31]=[CH:30][N:29]=[CH:28][CH:27]=1.C(N(CC)C(C)C)(C)C. (6) Given the product [CH:57]1([C@H:46]2[C@H:45]([CH3:60])[C@@H:44]([NH:43][C:36]3[N:41]=[C:40]([CH3:42])[CH:39]=[CH:38][N:37]=3)[C:53]3[C:48](=[CH:49][CH:50]=[CH:51][CH:52]=3)[N:47]2[C:54](=[O:56])[CH3:55])[CH2:58][CH2:59]1, predict the reactants needed to synthesize it. The reactants are: CN(C1C(C2C(P(C3CCCCC3)C3CCCCC3)=CC=CC=2)=CC=CC=1)C.CC(C)([O-])C.[Na+].Br[C:36]1[N:41]=[C:40]([CH3:42])[CH:39]=[CH:38][N:37]=1.[NH2:43][C@H:44]1[C:53]2[C:48](=[CH:49][CH:50]=[CH:51][CH:52]=2)[N:47]([C:54](=[O:56])[CH3:55])[C@@H:46]([CH:57]2[CH2:59][CH2:58]2)[C@@H:45]1[CH3:60]. (7) The reactants are: [CH2:1]([O:8][C:9]1[CH:14]=[CH:13][C:12]([C:15]([C:17]2[C:22](F)=[CH:21][CH:20]=[CH:19][N:18]=2)=O)=[CH:11][CH:10]=1)[C:2]1[CH:7]=[CH:6][CH:5]=[CH:4][CH:3]=1.O.[NH2:25][NH2:26]. Given the product [CH2:1]([O:8][C:9]1[CH:14]=[CH:13][C:12]([C:15]2[C:17]3=[N:18][CH:19]=[CH:20][CH:21]=[C:22]3[NH:26][N:25]=2)=[CH:11][CH:10]=1)[C:2]1[CH:7]=[CH:6][CH:5]=[CH:4][CH:3]=1, predict the reactants needed to synthesize it. (8) Given the product [F:31][C:30]([F:33])([F:32])[C:27]1[N:28]=[CH:29][C:24]([NH:1][C@@H:2]2[CH2:7][C@@H:6]3[N:8]([C:9]([O:11][C:12]([CH3:15])([CH3:14])[CH3:13])=[O:10])[C@H:3]2[CH2:4][CH2:5]3)=[N:25][CH:26]=1, predict the reactants needed to synthesize it. The reactants are: [NH2:1][C@@H:2]1[CH2:7][C@@H:6]2[N:8]([C:9]([O:11][C:12]([CH3:15])([CH3:14])[CH3:13])=[O:10])[C@H:3]1[CH2:4][CH2:5]2.C(N(CC)CC)C.Cl[C:24]1[CH:29]=[N:28][C:27]([C:30]([F:33])([F:32])[F:31])=[CH:26][N:25]=1. (9) The reactants are: [CH3:1][C:2]1[C:7]([CH3:8])=[CH:6][C:5]2[N:9]([C@H:12]3[O:16][C@H:15]([CH2:17][OH:18])[C@@H:14]([O:19][P:20]([O:23][C@@H:24]([CH2:26][NH:27][C:28]([CH2:30][CH2:31][C@@:32]4([CH3:89])[C:48]5=[N:49][C@@H:34]([C@:35]6([CH3:84])[N-:73][C:38](=[C:39]([CH3:72])[C:40]7[C@:61]([CH2:63][C:64]([NH2:66])=[O:65])([CH3:62])[C@H:60]([CH2:67][CH2:68][C:69]([NH2:71])=[O:70])[C:42](=[CH:43][C:44]8[C:52]([CH3:54])([CH3:53])[C@H:51]([CH2:55][CH2:56][C:57]([NH2:59])=[O:58])[C:46](=[C:47]5[CH3:50])[N:45]=8)[N:41]=7)[C@@H:37]([CH2:74][CH2:75][C:76]([NH2:78])=[O:77])[C@@:36]6([CH2:80][C:81]([NH2:83])=[O:82])[CH3:79])[C@@H:33]4[CH2:85][C:86]([NH2:88])=[O:87])=[O:29])[CH3:25])([O-:22])=[O:21])[C@H:13]3[OH:90])[CH:10]=[N:11][C:4]=2[CH:3]=1.[C-]#N.[Co+3].[I-].C[S+](C)(C)=O.O.O.O.O.O.O.[Co:106](Cl)Cl.[BH4-].[Na+].[OH-].[Na+].CC(C)C(=O)C. Given the product [CH3-:1].[CH3:1][C:2]1[C:7]([CH3:8])=[CH:6][C:5]2[N:9]([C@H:12]3[O:16][C@H:15]([CH2:17][OH:18])[C@@H:14]([O:19][P:20]([O:23][CH:24]([CH2:26][NH:27][C:28]([CH2:30][CH2:31][C@@:32]4([CH3:89])[C:48]5=[N:49][C@@H:34]([C@:35]6([CH3:84])[N-:73][C:38](=[C:39]([CH3:72])[C:40]7[C@:61]([CH2:63][C:64]([NH2:66])=[O:65])([CH3:62])[C@H:60]([CH2:67][CH2:68][C:69]([NH2:71])=[O:70])[C:42](=[CH:43][C:44]8[C:52]([CH3:54])([CH3:53])[C@H:51]([CH2:55][CH2:56][C:57]([NH2:59])=[O:58])[C:46](=[C:47]5[CH3:50])[N:45]=8)[N:41]=7)[C@@H:37]([CH2:74][CH2:75][C:76]([NH2:78])=[O:77])[C@@:36]6([CH2:80][C:81]([NH2:83])=[O:82])[CH3:79])[C@@H:33]4[CH2:85][C:86]([NH2:88])=[O:87])=[O:29])[CH3:25])([O-:22])=[O:21])[C@H:13]3[OH:90])[CH:10]=[N:11][C:4]=2[CH:3]=1.[Co+3:106], predict the reactants needed to synthesize it. (10) Given the product [F:28][C:29]1[CH:34]=[CH:33][C:32]([NH:35][C:36]([NH:38][C:2]([NH:1][CH2:4][CH2:5][C:6]2[CH:11]=[CH:10][CH:9]=[C:8]([C:12]3[N:16]=[CH:15][N:14]([C:17]4[CH:22]=[CH:21][C:20]([O:23][C:24]([F:26])([F:25])[F:27])=[CH:19][CH:18]=4)[N:13]=3)[CH:7]=2)=[O:3])=[S:37])=[C:31]([CH:39]([CH3:41])[CH3:40])[CH:30]=1, predict the reactants needed to synthesize it. The reactants are: [N:1]([CH2:4][CH2:5][C:6]1[CH:7]=[C:8]([C:12]2[N:16]=[CH:15][N:14]([C:17]3[CH:22]=[CH:21][C:20]([O:23][C:24]([F:27])([F:26])[F:25])=[CH:19][CH:18]=3)[N:13]=2)[CH:9]=[CH:10][CH:11]=1)=[C:2]=[O:3].[F:28][C:29]1[CH:34]=[CH:33][C:32]([NH:35][C:36]([NH2:38])=[S:37])=[C:31]([CH:39]([CH3:41])[CH3:40])[CH:30]=1.